From a dataset of Full USPTO retrosynthesis dataset with 1.9M reactions from patents (1976-2016). Predict the reactants needed to synthesize the given product. Given the product [Cl:37][C:34]1[CH:35]=[CH:46][CH:45]=[CH:44][C:33]=1[CH:32]([C:10]1[CH2:14][C:13]([C:19]2[CH:20]=[C:21]([Cl:26])[CH:22]=[C:23]([Cl:25])[CH:24]=2)([C:15]([F:17])([F:18])[F:16])[O:12][N:11]=1)[NH:29][C:30](=[O:39])[CH3:31], predict the reactants needed to synthesize it. The reactants are: ClC1C=CC([C:10]2[CH2:14][C:13]([C:19]3[CH:24]=[C:23]([Cl:25])[CH:22]=[C:21]([Cl:26])[CH:20]=3)([C:15]([F:18])([F:17])[F:16])[O:12][N:11]=2)=CC=1CN.C([N:29]([CH2:32][CH3:33])[CH2:30][CH3:31])C.[C:34]([Cl:37])(=O)[CH3:35].C(=O)([O-])[OH:39].[Na+].O1C[CH2:46][CH2:45][CH2:44]1.